This data is from Forward reaction prediction with 1.9M reactions from USPTO patents (1976-2016). The task is: Predict the product of the given reaction. (1) Given the reactants [Cl:1][C:2]1[CH:7]=[CH:6][N:5]=[C:4]2[CH:8]=[C:9]([C:11]([O-:13])=O)[S:10][C:3]=12.[Li+].S(Cl)(Cl)=O.[NH:19]1[CH2:22][CH2:21][CH2:20]1, predict the reaction product. The product is: [N:19]1([C:11]([C:9]2[S:10][C:3]3[C:4](=[N:5][CH:6]=[CH:7][C:2]=3[Cl:1])[CH:8]=2)=[O:13])[CH2:22][CH2:21][CH2:20]1. (2) Given the reactants COC1C=CC(C(Cl)=O)=CC=1.[CH3:12][O:13][C:14]1[CH:15]=[C:16]2[C:21](=[CH:22][C:23]=1[O:24][CH3:25])[N:20]=[CH:19][CH:18]=[C:17]2[O:26][C:27]1[CH:33]=[CH:32][C:30]([NH2:31])=[C:29]([F:34])[CH:28]=1.[CH3:35][O:36][C:37]1[CH:42]=[CH:41][C:40]([C:43]([N:45]=[C:46]=[S:47])=[O:44])=[CH:39][CH:38]=1, predict the reaction product. The product is: [CH3:35][O:36][C:37]1[CH:38]=[CH:39][C:40]([C:43]([N:45]=[C:46]=[S:47])=[O:44])=[CH:41][CH:42]=1.[CH3:12][O:13][C:14]1[CH:15]=[C:16]2[C:21](=[CH:22][C:23]=1[O:24][CH3:25])[N:20]=[CH:19][CH:18]=[C:17]2[O:26][C:27]1[CH:33]=[CH:32][C:30]([NH:31][C:46]([NH:45][C:43](=[O:44])[C:40]2[CH:41]=[CH:42][C:37]([O:36][CH3:35])=[CH:38][CH:39]=2)=[S:47])=[C:29]([F:34])[CH:28]=1. (3) Given the reactants [F:1][C:2]([F:31])([F:30])[C:3]1[CH:4]=[C:5]([CH:23]=[C:24]([C:26]([F:29])([F:28])[F:27])[CH:25]=1)[C:6]([N:8]1[CH2:13][CH2:12][NH:11][CH2:10][C@H:9]1[CH2:14][C:15]1[CH:20]=[CH:19][C:18]([CH3:21])=[C:17]([OH:22])[CH:16]=1)=[O:7].[I-].[K+].[ClH:34].[Cl:35][CH2:36][CH2:37][N:38]1[CH2:43][CH2:42][O:41][C@H:40]([CH2:44][O:45][CH3:46])[CH2:39]1.C(N(CC)C(C)C)(C)C, predict the reaction product. The product is: [OH2:7].[ClH:35].[ClH:34].[F:31][C:2]([F:1])([F:30])[C:3]1[CH:4]=[C:5]([CH:23]=[C:24]([C:26]([F:27])([F:28])[F:29])[CH:25]=1)[C:6]([N:8]1[CH2:13][CH2:12][N:11]([CH2:36][CH2:37][N:38]2[CH2:43][CH2:42][O:41][C@H:40]([CH2:44][O:45][CH3:46])[CH2:39]2)[CH2:10][C@H:9]1[CH2:14][C:15]1[CH:20]=[CH:19][C:18]([CH3:21])=[C:17]([OH:22])[CH:16]=1)=[O:7].[OH2:7].[OH2:7].[F:31][C:2]([C:3]1[CH:4]=[C:5]([CH:23]=[C:24]([C:26]([F:27])([F:28])[F:29])[CH:25]=1)[C:6]([N:8]1[CH2:13][CH2:12][N:11]([CH2:36][CH2:37][N:38]2[CH2:43][CH2:42][O:41][C@H:40]([CH2:44][O:45][CH3:46])[CH2:39]2)[CH2:10][C@H:9]1[CH2:14][C:15]1[CH:20]=[CH:19][C:18]([CH3:21])=[C:17]([OH:22])[CH:16]=1)=[O:7])([F:1])[F:30].[ClH:35].[ClH:35]. (4) The product is: [CH3:14][O:13][C:4]1[CH:5]=[C:6]([O:11][CH3:12])[C:7]([O:9][CH3:10])=[C:8]([CH2:42][CH2:41][CH2:40][CH2:39][CH2:38][CH2:37][CH2:36][CH2:35][CH2:34][CH:33]=[CH2:32])[C:3]=1[O:2][CH3:1]. Given the reactants [CH3:1][O:2][C:3]1[CH:8]=[C:7]([O:9][CH3:10])[C:6]([O:11][CH3:12])=[CH:5][C:4]=1[O:13][CH3:14].CN(C)P(N(C)C)(N(C)C)=O.C([Li])CCC.Br[CH2:32][CH2:33][CH2:34][CH2:35][CH2:36][CH2:37][CH2:38][CH2:39][CH2:40][CH:41]=[CH2:42], predict the reaction product. (5) Given the reactants C[N:2]([CH3:20])/[CH:3]=[C:4](/[C:10](=[O:19])[C:11]1[CH:16]=[C:15]([I:17])[CH:14]=[CH:13][C:12]=1[F:18])\[C:5]([O:7][CH2:8][CH3:9])=[O:6].NC[CH2:23][N:24]1[CH2:29][CH2:28][O:27][CH2:26][CH2:25]1, predict the reaction product. The product is: [F:18][C:12]1[CH:13]=[CH:14][C:15]([I:17])=[CH:16][C:11]=1[C:10]([C:4](=[CH:3][NH:2][CH2:20][CH2:23][N:24]1[CH2:29][CH2:28][O:27][CH2:26][CH2:25]1)[C:5]([O:7][CH2:8][CH3:9])=[O:6])=[O:19].